This data is from Catalyst prediction with 721,799 reactions and 888 catalyst types from USPTO. The task is: Predict which catalyst facilitates the given reaction. (1) Reactant: Cl[C:2]1[C:11]2[C:6](=[CH:7][CH:8]=[CH:9][CH:10]=2)[N:5]=[CH:4][CH:3]=1.[NH:12]1[CH2:17][CH2:16][NH:15][CH2:14][CH2:13]1.O.[OH-].[Na+]. Product: [N:12]1([C:2]2[C:11]3[C:6](=[CH:7][CH:8]=[CH:9][CH:10]=3)[N:5]=[CH:4][CH:3]=2)[CH2:17][CH2:16][NH:15][CH2:14][CH2:13]1. The catalyst class is: 44. (2) Reactant: [Cl:1][C:2]1[C:3]2[C:10]([C:11]3[CH:16]=[CH:15][CH:14]=[CH:13][CH:12]=3)=[C:9]([C:17]3[CH:22]=[C:21](OC)[CH:20]=[C:19](OC)[CH:18]=3)[O:8][C:4]=2[N:5]=[CH:6][N:7]=1.[F:27]C1C=CC(C2C3C(=O)NC=NC=3OC=2C2C=CC=CC=2)=CC=1. Product: [Cl:1][C:2]1[C:3]2[C:10]([C:11]3[CH:16]=[CH:15][C:14]([F:27])=[CH:13][CH:12]=3)=[C:9]([C:17]3[CH:22]=[CH:21][CH:20]=[CH:19][CH:18]=3)[O:8][C:4]=2[N:5]=[CH:6][N:7]=1. The catalyst class is: 286. (3) Reactant: Br[C:2]1[CH:11]=[C:10]2[C:5]([C:6]([NH:15][C:16]3[CH:17]=[C:18]([CH:24]=[CH:25][CH:26]=3)[C:19]([O:21][CH2:22][CH3:23])=[O:20])=[C:7]([N+:12]([O-:14])=[O:13])[CH:8]=[N:9]2)=[CH:4][CH:3]=1.[CH3:27][O:28][C:29]1[N:34]=[C:33]([O:35][CH3:36])[C:32](B2OC(C)(C)C(C)(C)O2)=[CH:31][N:30]=1.C(=O)([O-])[O-].[K+].[K+]. Product: [CH3:27][O:28][C:29]1[N:34]=[C:33]([O:35][CH3:36])[C:32]([C:2]2[CH:11]=[C:10]3[C:5]([C:6]([NH:15][C:16]4[CH:17]=[C:18]([CH:24]=[CH:25][CH:26]=4)[C:19]([O:21][CH2:22][CH3:23])=[O:20])=[C:7]([N+:12]([O-:14])=[O:13])[CH:8]=[N:9]3)=[CH:4][CH:3]=2)=[CH:31][N:30]=1. The catalyst class is: 70. (4) Reactant: [CH3:1][N:2]1[C:7](=[O:8])[CH:6]=[CH:5][C:4]([C:9]2[S:13][C:12]([C:14](OCC)=[O:15])=[N:11][C:10]=2[C:19]2[CH:24]=[CH:23][CH:22]=[CH:21][CH:20]=2)=[N:3]1.[CH:25]1([NH2:28])[CH2:27][CH2:26]1. Product: [CH:25]1([NH:28][C:14]([C:12]2[S:13][C:9]([C:4]3[CH:5]=[CH:6][C:7](=[O:8])[N:2]([CH3:1])[N:3]=3)=[C:10]([C:19]3[CH:20]=[CH:21][CH:22]=[CH:23][CH:24]=3)[N:11]=2)=[O:15])[CH2:27][CH2:26]1. The catalyst class is: 12. (5) Reactant: [S:1]1[C:5]2[CH:6]=[CH:7][CH:8]=[CH:9][C:4]=2[CH:3]=[C:2]1[S:10]([NH:13][C:14]1[CH:19]=[C:18]([F:20])[CH:17]=[CH:16][C:15]=1[S:21][CH2:22][C:23]1[CH:32]=[CH:31][CH:30]=[CH:29][C:24]=1[C:25]([O:27]C)=[O:26])(=[O:12])=[O:11].[OH-].[Na+].Cl. Product: [S:1]1[C:5]2[CH:6]=[CH:7][CH:8]=[CH:9][C:4]=2[CH:3]=[C:2]1[S:10]([NH:13][C:14]1[CH:19]=[C:18]([F:20])[CH:17]=[CH:16][C:15]=1[S:21][CH2:22][C:23]1[CH:32]=[CH:31][CH:30]=[CH:29][C:24]=1[C:25]([OH:27])=[O:26])(=[O:11])=[O:12]. The catalyst class is: 5. (6) Reactant: [Br:1][C:2]1[CH:7]=[CH:6][CH:5]=[CH:4][C:3]=1[N:8]1[CH:12]=[CH:11][CH:10]=[C:9]1[CH:13]=O.C(P(CCCC)(CCCC)[CH2:20][CH:21]1[O:25][CH2:24][CH2:23][O:22]1)CCC.CC([O-])(C)C.[K+].O. Product: [Br:1][C:2]1[CH:7]=[CH:6][CH:5]=[CH:4][C:3]=1[N:8]1[CH:12]=[CH:11][CH:10]=[C:9]1[CH:13]=[CH:20][CH:21]1[O:25][CH2:24][CH2:23][O:22]1. The catalyst class is: 16. (7) Reactant: [OH:1][C@H:2]1[C@H:7]([O:8][CH2:9][CH2:10][O:11][CH3:12])[C:6]2[CH:13]=[CH:14][C:15]3[N:16]([CH3:21])[C:17]([CH3:20])=[N:18][C:19]=3[C:5]=2[O:4][C@@H:3]1[C:22]1[CH:27]=[CH:26][CH:25]=[CH:24][CH:23]=1.C(N(CC)CC)C.[CH3:35][O:36][CH2:37][C:38](Cl)=[O:39].O. Product: [CH3:35][O:36][CH2:37][C:38]([O:1][C@H:2]1[C@H:7]([O:8][CH2:9][CH2:10][O:11][CH3:12])[C:6]2[CH:13]=[CH:14][C:15]3[N:16]([CH3:21])[C:17]([CH3:20])=[N:18][C:19]=3[C:5]=2[O:4][C@@H:3]1[C:22]1[CH:27]=[CH:26][CH:25]=[CH:24][CH:23]=1)=[O:39]. The catalyst class is: 112. (8) Reactant: [Cl:1][C:2]1[CH:3]=[CH:4][C:5]2[N:11]3[C:12]([C:15]([F:18])([F:17])[F:16])=[N:13][N:14]=[C:10]3[C@@H:9]([CH2:19][CH2:20][C:21]#N)[S:8][C@H:7]([C:23]3[CH:28]=[CH:27][CH:26]=[C:25]([O:29][CH3:30])[C:24]=3[O:31][CH3:32])[C:6]=2[CH:33]=1.[OH-:34].[Na+].C[OH:37].Cl. Product: [Cl:1][C:2]1[CH:3]=[CH:4][C:5]2[N:11]3[C:12]([C:15]([F:16])([F:18])[F:17])=[N:13][N:14]=[C:10]3[C@@H:9]([CH2:19][CH2:20][C:21]([OH:37])=[O:34])[S:8][C@H:7]([C:23]3[CH:28]=[CH:27][CH:26]=[C:25]([O:29][CH3:30])[C:24]=3[O:31][CH3:32])[C:6]=2[CH:33]=1. The catalyst class is: 41. (9) Reactant: [Cl:1][C:2]([F:28])([F:27])[O:3][C:4]1[CH:9]=[CH:8][C:7]([NH:10][C:11](=[O:26])[C:12]2[CH:17]=[C:16](I)[C:15]([N:19]3[CH2:23][C@@H:22]([OH:24])[C@H:21]([OH:25])[CH2:20]3)=[N:14][CH:13]=2)=[CH:6][CH:5]=1.[CH3:29][C:30]1[C:35](B2OC(C)(C)C(C)(C)O2)=[CH:34][N:33]=[CH:32][N:31]=1.C([O-])([O-])=O.[K+].[K+]. Product: [Cl:1][C:2]([F:28])([F:27])[O:3][C:4]1[CH:9]=[CH:8][C:7]([NH:10][C:11](=[O:26])[C:12]2[CH:17]=[C:16]([C:35]3[C:30]([CH3:29])=[N:31][CH:32]=[N:33][CH:34]=3)[C:15]([N:19]3[CH2:23][C@@H:22]([OH:24])[C@H:21]([OH:25])[CH2:20]3)=[N:14][CH:13]=2)=[CH:6][CH:5]=1. The catalyst class is: 73. (10) Product: [CH3:1][O:2][C:3]1[CH:4]=[C:5]2[C:10](=[CH:11][C:12]=1[O:13][CH3:14])[N:9]=[CH:8][CH:7]=[C:6]2[O:15][C:16]1[CH:22]=[CH:21][C:19]([NH:20][C:36]([NH:52][CH:50]([C:48]2[S:49][C:45]([CH3:44])=[CH:46][N:47]=2)[CH3:51])=[O:42])=[C:18]([O:23][CH3:24])[CH:17]=1. Reactant: [CH3:1][O:2][C:3]1[CH:4]=[C:5]2[C:10](=[CH:11][C:12]=1[O:13][CH3:14])[N:9]=[CH:8][CH:7]=[C:6]2[O:15][C:16]1[CH:22]=[CH:21][C:19]([NH2:20])=[C:18]([O:23][CH3:24])[CH:17]=1.C(N(CC)CC)C.ClC(Cl)(O[C:36](=[O:42])OC(Cl)(Cl)Cl)Cl.[CH3:44][C:45]1[S:49][C:48]([CH:50]([NH2:52])[CH3:51])=[N:47][CH:46]=1. The catalyst class is: 22.